This data is from Catalyst prediction with 721,799 reactions and 888 catalyst types from USPTO. The task is: Predict which catalyst facilitates the given reaction. (1) Reactant: C([O-])([O-])=O.[K+].[K+].Br[CH2:8][C:9]1[C:10]([Cl:16])=[N:11][C:12]([Cl:15])=[CH:13][CH:14]=1.[F:17][CH2:18][CH:19]([CH2:26][F:27])[CH2:20][CH:21]([OH:25])[CH2:22][NH:23][CH3:24]. Product: [Cl:16][C:10]1[C:9]([CH2:8][N:23]([CH3:24])[CH2:22][CH:21]([OH:25])[CH2:20][CH:19]([CH2:18][F:17])[CH2:26][F:27])=[CH:14][CH:13]=[C:12]([Cl:15])[N:11]=1. The catalyst class is: 5. (2) Reactant: Br[C:2]1[C:11]2[C:6](=[C:7]([F:13])[CH:8]=[C:9]([CH3:12])[CH:10]=2)[CH:5]=[CH:4][C:3]=1[CH2:14][CH3:15].C([Li])CCC.CN(C)[CH:23]=[O:24]. Product: [CH2:14]([C:3]1[CH:4]=[CH:5][C:6]2[C:11](=[CH:10][C:9]([CH3:12])=[CH:8][C:7]=2[F:13])[C:2]=1[CH:23]=[O:24])[CH3:15]. The catalyst class is: 7. (3) Reactant: [NH:1]1[C:7](=O)[CH2:6]C[CH2:4][C:3]2[CH:9]=[CH:10][CH:11]=[CH:12][C:2]1=2.[CH2:13]([NH2:16])[CH:14]=[CH2:15].C(O)(=O)C.C(O[BH-](OC(=O)C)OC(=O)C)(=O)C.[Na+]. Product: [CH2:13]([NH:16][CH2:4][C:3]1[CH:9]=[CH:10][CH:11]=[C:12]2[C:2]=1[NH:1][CH:7]=[CH:6]2)[CH:14]=[CH2:15]. The catalyst class is: 417.